This data is from NCI-60 drug combinations with 297,098 pairs across 59 cell lines. The task is: Regression. Given two drug SMILES strings and cell line genomic features, predict the synergy score measuring deviation from expected non-interaction effect. (1) Drug 1: CCC1(CC2CC(C3=C(CCN(C2)C1)C4=CC=CC=C4N3)(C5=C(C=C6C(=C5)C78CCN9C7C(C=CC9)(C(C(C8N6C=O)(C(=O)OC)O)OC(=O)C)CC)OC)C(=O)OC)O.OS(=O)(=O)O. Drug 2: CCCCC(=O)OCC(=O)C1(CC(C2=C(C1)C(=C3C(=C2O)C(=O)C4=C(C3=O)C=CC=C4OC)O)OC5CC(C(C(O5)C)O)NC(=O)C(F)(F)F)O. Cell line: K-562. Synergy scores: CSS=77.3, Synergy_ZIP=-2.77, Synergy_Bliss=-6.48, Synergy_Loewe=-27.6, Synergy_HSA=-4.53. (2) Drug 2: COC1=NC(=NC2=C1N=CN2C3C(C(C(O3)CO)O)O)N. Cell line: MDA-MB-231. Drug 1: C1CCN(CC1)CCOC2=CC=C(C=C2)C(=O)C3=C(SC4=C3C=CC(=C4)O)C5=CC=C(C=C5)O. Synergy scores: CSS=0.607, Synergy_ZIP=0.660, Synergy_Bliss=-1.07, Synergy_Loewe=-3.69, Synergy_HSA=-4.91. (3) Drug 1: CC1C(C(CC(O1)OC2CC(CC3=C2C(=C4C(=C3O)C(=O)C5=C(C4=O)C(=CC=C5)OC)O)(C(=O)C)O)N)O.Cl. Drug 2: CC1=C(C(CCC1)(C)C)C=CC(=CC=CC(=CC(=O)O)C)C. Cell line: HOP-92. Synergy scores: CSS=29.9, Synergy_ZIP=5.12, Synergy_Bliss=8.86, Synergy_Loewe=2.03, Synergy_HSA=11.3.